This data is from Full USPTO retrosynthesis dataset with 1.9M reactions from patents (1976-2016). The task is: Predict the reactants needed to synthesize the given product. Given the product [CH2:1]([O:8][C:9]([CH:10]1[CH2:38][O:37][C:12]([CH:13]([CH2:19][C:20]2[CH:25]=[CH:24][C:23]([O:26][Si:27]([CH:31]([CH3:32])[CH3:33])([CH:28]([CH3:30])[CH3:29])[CH:34]([CH3:35])[CH3:36])=[CH:22][CH:21]=2)[CH2:14][C:15]([O:17][CH3:18])=[O:16])=[N:11]1)=[O:40])[C:2]1[CH:7]=[CH:6][CH:5]=[CH:4][CH:3]=1, predict the reactants needed to synthesize it. The reactants are: [CH2:1]([O:8][C:9](=[O:40])[C@H:10]([CH2:38]O)[NH:11][C:12](=[O:37])[CH:13]([CH2:19][C:20]1[CH:25]=[CH:24][C:23]([O:26][Si:27]([CH:34]([CH3:36])[CH3:35])([CH:31]([CH3:33])[CH3:32])[CH:28]([CH3:30])[CH3:29])=[CH:22][CH:21]=1)[CH2:14][C:15]([O:17][CH3:18])=[O:16])[C:2]1[CH:7]=[CH:6][CH:5]=[CH:4][CH:3]=1.CC[N+](S(N=C(OC)[O-])(=O)=O)(CC)CC.